This data is from Full USPTO retrosynthesis dataset with 1.9M reactions from patents (1976-2016). The task is: Predict the reactants needed to synthesize the given product. (1) The reactants are: [OH:1][C:2]1[CH:7]=[CH:6][C:5]([C:8]2[CH:13]=[CH:12][C:11]([OH:14])=[CH:10][CH:9]=2)=[CH:4][CH:3]=1.Br[CH2:16][CH2:17][CH2:18][OH:19].C(=O)([O-])[O-].[K+].[K+]. Given the product [OH:19][CH2:18][CH2:17][CH2:16][O:1][C:2]1[CH:3]=[CH:4][C:5]([C:8]2[CH:13]=[CH:12][C:11]([OH:14])=[CH:10][CH:9]=2)=[CH:6][CH:7]=1, predict the reactants needed to synthesize it. (2) Given the product [Br:12][C:10]1[CH:11]=[C:2]([NH:1][CH2:14][CH3:15])[C:3]([CH3:13])=[C:4]([CH:9]=1)[C:5]([O:7][CH3:8])=[O:6], predict the reactants needed to synthesize it. The reactants are: [NH2:1][C:2]1[C:3]([CH3:13])=[C:4]([CH:9]=[C:10]([Br:12])[CH:11]=1)[C:5]([O:7][CH3:8])=[O:6].[CH:14](=O)[CH3:15].C(O)(=O)C.C(O[BH-](OC(=O)C)OC(=O)C)(=O)C.[Na+]. (3) Given the product [Cl:28][C:25]1[CH:26]=[CH:27][C:22]([CH2:21][CH2:20][NH:19][C:17](=[O:18])[C:16]2[CH:29]=[CH:30][CH:31]=[C:14]([CH2:13][C:12]([NH:11][CH2:10][C@H:9]([OH:8])[C:34]3[CH:39]=[CH:38][C:37]([OH:40])=[C:36]([CH2:41][OH:42])[CH:35]=3)([CH3:33])[CH3:32])[CH:15]=2)=[CH:23][CH:24]=1, predict the reactants needed to synthesize it. The reactants are: [Si]([O:8][C@H:9]([C:34]1[CH:39]=[CH:38][C:37]([OH:40])=[C:36]([CH2:41][OH:42])[CH:35]=1)[CH2:10][NH:11][C:12]([CH3:33])([CH3:32])[CH2:13][C:14]1[CH:15]=[C:16]([CH:29]=[CH:30][CH:31]=1)[C:17]([NH:19][CH2:20][CH2:21][C:22]1[CH:27]=[CH:26][C:25]([Cl:28])=[CH:24][CH:23]=1)=[O:18])(C(C)(C)C)(C)C.[F-].[NH4+]. (4) Given the product [CH3:1][C:2]1[N:3]([C:18]2[CH:23]=[CH:22][CH:21]=[C:20]([N:24]3[CH2:29][CH2:28][O:27][CH2:26][CH2:25]3)[CH:19]=2)[C:4]([C:12]2[CH:17]=[CH:16][CH:15]=[CH:14][CH:13]=2)=[C:5]([C:7]([O-:9])=[O:8])[N:6]=1.[Li+:32], predict the reactants needed to synthesize it. The reactants are: [CH3:1][C:2]1[N:3]([C:18]2[CH:23]=[CH:22][CH:21]=[C:20]([N:24]3[CH2:29][CH2:28][O:27][CH2:26][CH2:25]3)[CH:19]=2)[C:4]([C:12]2[CH:17]=[CH:16][CH:15]=[CH:14][CH:13]=2)=[C:5]([C:7]([O:9]CC)=[O:8])[N:6]=1.O.[OH-].[Li+:32].C1COCC1.C(O)C. (5) Given the product [NH2:30][C:31]1[C:32]([C:38]([NH:1][C:2]2[CH:7]=[C:6]([C:8](=[O:15])[C:9]3[CH:10]=[CH:11][CH:12]=[CH:13][CH:14]=3)[CH:5]=[CH:4][C:3]=2[N:16]2[CH2:21][CH2:20][CH2:19][CH:18]([NH:22][C:23](=[O:29])[O:24][C:25]([CH3:26])([CH3:28])[CH3:27])[CH2:17]2)=[O:39])=[N:33][C:34]([Br:37])=[CH:35][N:36]=1, predict the reactants needed to synthesize it. The reactants are: [NH2:1][C:2]1[CH:7]=[C:6]([C:8](=[O:15])[C:9]2[CH:14]=[CH:13][CH:12]=[CH:11][CH:10]=2)[CH:5]=[CH:4][C:3]=1[N:16]1[CH2:21][CH2:20][CH2:19][CH:18]([NH:22][C:23](=[O:29])[O:24][C:25]([CH3:28])([CH3:27])[CH3:26])[CH2:17]1.[NH2:30][C:31]1[C:32]([C:38](O)=[O:39])=[N:33][C:34]([Br:37])=[CH:35][N:36]=1.